This data is from Full USPTO retrosynthesis dataset with 1.9M reactions from patents (1976-2016). The task is: Predict the reactants needed to synthesize the given product. Given the product [N+:1]([C:4]1[CH:5]=[CH:6][C:7]2[C:11]([CH:12]=1)=[N:10][N:9]([CH2:21][CH2:22][N:23]1[CH2:27][CH2:26][CH2:25][CH2:24]1)[CH:8]=2)([O-:3])=[O:2], predict the reactants needed to synthesize it. The reactants are: [N+:1]([C:4]1[CH:12]=[C:11]2[C:7]([CH:8]=[N:9][NH:10]2)=[CH:6][CH:5]=1)([O-:3])=[O:2].C(=O)([O-])[O-].[K+].[K+].Cl.Cl[CH2:21][CH2:22][N:23]1[CH2:27][CH2:26][CH2:25][CH2:24]1.